From a dataset of Forward reaction prediction with 1.9M reactions from USPTO patents (1976-2016). Predict the product of the given reaction. (1) The product is: [CH3:18][C:19]1([CH3:35])[CH2:20][O:21][P:22]([C:25]2[CH:30]=[CH:29][C:28]([NH2:31])=[CH:27][CH:26]=2)(=[O:34])[O:23][CH2:24]1. Given the reactants NC1C=CC(P(=O)(OC(C)C)OC(C)C)=CC=1.[CH3:18][C:19]1([CH3:35])[CH2:24][O:23][P:22](=[O:34])([C:25]2[CH:30]=[CH:29][C:28]([N+:31]([O-])=O)=[CH:27][CH:26]=2)[O:21][CH2:20]1, predict the reaction product. (2) Given the reactants Br[C:2]1[CH:3]=[C:4]([S:8]([NH2:11])(=[O:10])=[O:9])[CH:5]=[N:6][CH:7]=1.B1(B2OC(C)(C)C(C)(C)O2)OC(C)(C)C(C)(C)O1.I[C:31]1[S:35][C:34]([C:36]2[CH:37]=[C:38]3[C:42](=[CH:43][CH:44]=2)[C:41](=[O:45])[N:40]([CH3:46])[CH2:39]3)=[CH:33][CH:32]=1, predict the reaction product. The product is: [CH3:46][N:40]1[CH2:39][C:38]2[C:42](=[CH:43][CH:44]=[C:36]([C:34]3[S:35][C:31]([C:2]4[CH:3]=[C:4]([S:8]([NH2:11])(=[O:10])=[O:9])[CH:5]=[N:6][CH:7]=4)=[CH:32][CH:33]=3)[CH:37]=2)[C:41]1=[O:45]. (3) Given the reactants O.Cl.[NH2:3][C:4]([C:6]1[O:7][C:8]2[CH:22]=[CH:21][C:20]([Cl:23])=[CH:19][C:9]=2[C:10]=1[NH:11][C:12](=O)[C@@H:13]1[CH2:17][CH2:16][CH2:15][NH:14]1)=[O:5].[OH-].[Na+].Cl, predict the reaction product. The product is: [ClH:23].[Cl:23][C:20]1[CH:21]=[CH:22][C:8]2[O:7][C:6]3[C:4](=[O:5])[NH:3][C:12]([C@@H:13]4[CH2:17][CH2:16][CH2:15][NH:14]4)=[N:11][C:10]=3[C:9]=2[CH:19]=1. (4) Given the reactants [NH2:1][C:2]1[CH:3]=[CH:4][CH:5]=[C:6]2[C:11]=1[N:10]([CH2:12][C:13]1[CH:18]=[CH:17][CH:16]=[CH:15][N:14]=1)[C:9](=[O:19])[CH:8]([NH:20][C:21](=[O:41])[C@H:22]([NH:27][C:28](=[O:40])[C:29]([NH:32][C:33](=[O:39])[O:34][C:35]([CH3:38])([CH3:37])[CH3:36])([CH3:31])[CH3:30])[CH2:23][CH:24]([CH3:26])[CH3:25])[CH2:7]2.[CH:42](=O)[CH3:43].C(#N)C.C([BH3-])#N.[Na+], predict the reaction product. The product is: [CH2:42]([NH:1][C:2]1[CH:3]=[CH:4][CH:5]=[C:6]2[C:11]=1[N:10]([CH2:12][C:13]1[CH:18]=[CH:17][CH:16]=[CH:15][N:14]=1)[C:9](=[O:19])[CH:8]([NH:20][C:21](=[O:41])[C@H:22]([NH:27][C:28](=[O:40])[C:29]([NH:32][C:33](=[O:39])[O:34][C:35]([CH3:38])([CH3:37])[CH3:36])([CH3:30])[CH3:31])[CH2:23][CH:24]([CH3:25])[CH3:26])[CH2:7]2)[CH3:43]. (5) Given the reactants [C:1]([NH:5][C:6](=[O:25])[C:7]1[CH:12]=[CH:11][CH:10]=[C:9]([N:13]2[C:21]3[C:16](=[CH:17][C:18]([N+:22]([O-])=O)=[CH:19][CH:20]=3)[CH:15]=[CH:14]2)[CH:8]=1)([CH3:4])([CH3:3])[CH3:2], predict the reaction product. The product is: [NH2:22][C:18]1[CH:17]=[C:16]2[C:21](=[CH:20][CH:19]=1)[N:13]([C:9]1[CH:8]=[C:7]([CH:12]=[CH:11][CH:10]=1)[C:6]([NH:5][C:1]([CH3:3])([CH3:4])[CH3:2])=[O:25])[CH:14]=[CH:15]2. (6) Given the reactants [Cl:1][C:2]1[CH:3]=[CH:4][C:5]([O:17][CH2:18][C:19]2[CH:24]=[CH:23][CH:22]=[CH:21][CH:20]=2)=[C:6]([CH2:8][N:9]2[C:13]([CH3:14])=[CH:12][C:11]([CH2:15][OH:16])=[N:10]2)[CH:7]=1.CC(OI1(OC(C)=O)(OC(C)=O)OC(=O)C2C=CC=CC1=2)=O, predict the reaction product. The product is: [Cl:1][C:2]1[CH:3]=[CH:4][C:5]([O:17][CH2:18][C:19]2[CH:20]=[CH:21][CH:22]=[CH:23][CH:24]=2)=[C:6]([CH2:8][N:9]2[C:13]([CH3:14])=[CH:12][C:11]([CH:15]=[O:16])=[N:10]2)[CH:7]=1.